From a dataset of Catalyst prediction with 721,799 reactions and 888 catalyst types from USPTO. Predict which catalyst facilitates the given reaction. (1) Reactant: [NH2:1][C:2]([NH2:4])=[O:3].[C:5]([CH2:8][C:9](=O)[CH3:10])(=O)[CH3:6].Cl. Product: [CH3:6][C:5]1[CH:8]=[C:9]([CH3:10])[N:4]=[C:2]([OH:3])[N:1]=1. The catalyst class is: 14. (2) Reactant: [I:1][C:2]1[CH:3]=[C:4]([CH:12]=[CH:13][CH:14]=1)[CH2:5][C@@H:6]1[CH2:11][O:10][CH2:9][CH2:8][NH:7]1.CCN(C(C)C)C(C)C.[N:24]1[N:25]([C:29]2[CH:37]=[CH:36][CH:35]=[CH:34][C:30]=2[C:31](O)=[O:32])[N:26]=[CH:27][CH:28]=1.CN(C(ON1N=NC2C=CC=CC1=2)=[N+](C)C)C.[B-](F)(F)(F)F. Product: [I:1][C:2]1[CH:3]=[C:4]([CH:12]=[CH:13][CH:14]=1)[CH2:5][C@@H:6]1[CH2:11][O:10][CH2:9][CH2:8][N:7]1[C:31]([C:30]1[CH:34]=[CH:35][CH:36]=[CH:37][C:29]=1[N:25]1[N:26]=[CH:27][CH:28]=[N:24]1)=[O:32]. The catalyst class is: 3.